Dataset: Reaction yield outcomes from USPTO patents with 853,638 reactions. Task: Predict the reaction yield, written as a fraction of the theoretical maximum amount of product (1.0 means a 100% yield; for example, 0.34 means a 34% yield). (1) The reactants are [CH2:1]([O:8][C@H:9]1[C@H:15]([O:16][CH2:17][C:18]2[CH:23]=[CH:22][CH:21]=[CH:20][CH:19]=2)[C@@H:14]([O:24][CH2:25][C:26]2[CH:31]=[CH:30][CH:29]=[CH:28][CH:27]=2)[C@:13]2([C:33]3[CH:38]=[CH:37][C:36]([Cl:39])=[C:35]([CH2:40][C:41]4[CH:46]=[CH:45][C:44]([O:47][C:48]([F:51])([F:50])[F:49])=[CH:43][CH:42]=4)[CH:34]=3)[O:32][C@@:10]1([CH2:52][OH:53])[CH2:11][O:12]2)[C:2]1[CH:7]=[CH:6][CH:5]=[CH:4][CH:3]=1.C(=O)(O)[O-:55].[Na+].[Br-].[K+].Cl[O-].[Na+].Cl. The catalyst is O1CCCC1. The product is [CH2:1]([O:8][C@H:9]1[C@H:15]([O:16][CH2:17][C:18]2[CH:23]=[CH:22][CH:21]=[CH:20][CH:19]=2)[C@@H:14]([O:24][CH2:25][C:26]2[CH:31]=[CH:30][CH:29]=[CH:28][CH:27]=2)[C@:13]2([C:33]3[CH:38]=[CH:37][C:36]([Cl:39])=[C:35]([CH2:40][C:41]4[CH:42]=[CH:43][C:44]([O:47][C:48]([F:51])([F:50])[F:49])=[CH:45][CH:46]=4)[CH:34]=3)[O:32][C@@:10]1([C:52]([OH:55])=[O:53])[CH2:11][O:12]2)[C:2]1[CH:3]=[CH:4][CH:5]=[CH:6][CH:7]=1. The yield is 1.00. (2) The reactants are C1(N2CCN(CC3CCC4C(=CC=CC=4)N3)CC2)C2C(=CC=CC=2)C=CN=1.[F:28][C:29]1[CH:34]=[CH:33][C:32]([N:35]2[CH2:40][CH2:39][N:38]([CH2:41][C:42]3[CH:51]=[CH:50][C:49]4[C:44](=[C:45]([CH3:52])[CH:46]=[CH:47][CH:48]=4)[N:43]=3)[CH2:37][CH2:36]2)=[C:31]([O:53][CH3:54])[CH:30]=1. No catalyst specified. The product is [F:28][C:29]1[CH:34]=[CH:33][C:32]([N:35]2[CH2:36][CH2:37][N:38]([CH2:41][CH:42]3[CH2:51][CH2:50][C:49]4[C:44](=[C:45]([CH3:52])[CH:46]=[CH:47][CH:48]=4)[NH:43]3)[CH2:39][CH2:40]2)=[C:31]([O:53][CH3:54])[CH:30]=1. The yield is 0.540.